This data is from Full USPTO retrosynthesis dataset with 1.9M reactions from patents (1976-2016). The task is: Predict the reactants needed to synthesize the given product. (1) The reactants are: [CH3:1][N:2]1[C:6]2[CH:7]=[C:8]([O:11][C:12]3[CH:13]=[N:14][CH:15]=[CH:16][CH:17]=3)[CH:9]=[CH:10][C:5]=2[N:4]=[C:3]1[CH2:18][O:19][C:20]1[CH:21]=[C:22]([CH:27]=[CH:28][CH:29]=1)[C:23]([O:25][CH3:26])=[O:24].[ClH:30]. Given the product [ClH:30].[ClH:30].[CH3:1][N:2]1[C:6]2[CH:7]=[C:8]([O:11][C:12]3[CH:13]=[N:14][CH:15]=[CH:16][CH:17]=3)[CH:9]=[CH:10][C:5]=2[N:4]=[C:3]1[CH2:18][O:19][C:20]1[CH:21]=[C:22]([CH:27]=[CH:28][CH:29]=1)[C:23]([O:25][CH3:26])=[O:24], predict the reactants needed to synthesize it. (2) Given the product [CH2:34]([N:23]([CH2:21][CH3:22])[C:24](=[O:33])[C:25]1[CH:30]=[CH:29][CH:28]=[C:27]([F:31])[C:26]=1[CH2:32][C:45](=[O:46])[CH2:44][CH2:43][N:39]1[CH2:40][CH2:41][CH2:42][C@@H:38]1[CH2:37][OH:36])[CH3:35], predict the reactants needed to synthesize it. The reactants are: C(NC(C)C)(C)C.C([Li])CCC.C([N-]C(C)C)(C)C.[Li+].[CH2:21]([N:23]([CH2:34][CH3:35])[C:24](=[O:33])[C:25]1[CH:30]=[CH:29][CH:28]=[C:27]([F:31])[C:26]=1[CH3:32])[CH3:22].[OH:36][CH2:37][C@H:38]1[CH2:42][CH2:41][CH2:40][N:39]1[CH2:43][CH2:44][C:45](N(OC)C)=[O:46]. (3) Given the product [F:26][CH:25]([F:27])[O:24][C:22]1[C:21]([NH2:28])=[N:20][CH:19]=[C:18]([C:7]2[CH:6]=[C:5]([CH:3]3[CH2:2][N:1]([CH:31]4[CH2:32][O:29][CH2:30]4)[CH2:4]3)[CH:10]=[C:9]([N:11]3[CH2:15][CH2:14][C:13]([F:17])([CH3:16])[CH2:12]3)[N:8]=2)[CH:23]=1, predict the reactants needed to synthesize it. The reactants are: [NH:1]1[CH2:4][CH:3]([C:5]2[CH:10]=[C:9]([N:11]3[CH2:15][CH2:14][C:13]([F:17])([CH3:16])[CH2:12]3)[N:8]=[C:7]([C:18]3[CH:19]=[N:20][C:21]([NH2:28])=[C:22]([O:24][CH:25]([F:27])[F:26])[CH:23]=3)[CH:6]=2)[CH2:2]1.[O:29]1[CH2:32][C:31](=O)[CH2:30]1.C(O[BH-](OC(=O)C)OC(=O)C)(=O)C.[Na+]. (4) Given the product [C:1]([C:3]1[CH:4]=[C:5]([NH:6][S:11]([CH3:10])(=[O:13])=[O:12])[CH:7]=[CH:8][CH:9]=1)#[CH:2], predict the reactants needed to synthesize it. The reactants are: [C:1]([C:3]1[CH:4]=[C:5]([CH:7]=[CH:8][CH:9]=1)[NH2:6])#[CH:2].[CH3:10][S:11](Cl)(=[O:13])=[O:12]. (5) Given the product [Cl:35][C:4]1[CH:3]=[C:2]([B:39]2[O:40][C:41]([CH3:43])([CH3:42])[C:37]([CH3:53])([CH3:36])[O:38]2)[CH:7]=[CH:6][C:5]=1[C:8]1[C:19](=[O:20])[N:18]([CH2:21][CH:22]2[CH2:27][CH2:26][N:25]([C:28]([O:30][C:31]([CH3:34])([CH3:33])[CH3:32])=[O:29])[CH2:24][CH2:23]2)[C:11]2[N:12]=[C:13]([S:16][CH3:17])[N:14]=[CH:15][C:10]=2[CH:9]=1, predict the reactants needed to synthesize it. The reactants are: Br[C:2]1[CH:7]=[CH:6][C:5]([C:8]2[C:19](=[O:20])[N:18]([CH2:21][CH:22]3[CH2:27][CH2:26][N:25]([C:28]([O:30][C:31]([CH3:34])([CH3:33])[CH3:32])=[O:29])[CH2:24][CH2:23]3)[C:11]3[N:12]=[C:13]([S:16][CH3:17])[N:14]=[CH:15][C:10]=3[CH:9]=2)=[C:4]([Cl:35])[CH:3]=1.[CH3:36][C:37]1([CH3:53])[C:41]([CH3:43])([CH3:42])[O:40][B:39]([B:39]2[O:40][C:41]([CH3:43])([CH3:42])[C:37]([CH3:53])([CH3:36])[O:38]2)[O:38]1.C([O-])(=O)C.[K+].N#N. (6) Given the product [C:4]([C:6]1[C:7](=[O:8])[NH:25][N:26]=[C:13]([C:15]2[CH:20]=[CH:19][C:18]([CH3:21])=[C:17]([F:22])[CH:16]=2)[CH:12]=1)([OH:3])=[O:5], predict the reactants needed to synthesize it. The reactants are: C([O:3][C:4]([C:6](O)([CH2:12][C:13]([C:15]1[CH:20]=[CH:19][C:18]([CH3:21])=[C:17]([F:22])[CH:16]=1)=O)[C:7](OCC)=[O:8])=[O:5])C.O.[NH2:25][NH2:26].[OH-].[Na+].Cl.